This data is from Full USPTO retrosynthesis dataset with 1.9M reactions from patents (1976-2016). The task is: Predict the reactants needed to synthesize the given product. (1) Given the product [C:1]([O:5][C:6]([N:8]1[CH:9]2[CH2:15][CH2:14][CH:13]1[CH2:12][N:11]([C:16]1[CH:21]=[CH:20][N:19]=[C:18]([NH:22][C:23]3[CH:24]=[N:25][C:26]([C:30](=[O:32])[NH2:34])=[C:27]([F:29])[CH:28]=3)[N:17]=1)[CH2:10]2)=[O:7])([CH3:3])([CH3:2])[CH3:4], predict the reactants needed to synthesize it. The reactants are: [C:1]([O:5][C:6]([N:8]1[CH:13]2[CH2:14][CH2:15][CH:9]1[CH2:10][N:11]([C:16]1[CH:21]=[CH:20][N:19]=[C:18]([NH:22][C:23]3[CH:24]=[N:25][C:26]([C:30]([O:32]C)=O)=[C:27]([F:29])[CH:28]=3)[N:17]=1)[CH2:12]2)=[O:7])([CH3:4])([CH3:3])[CH3:2].[NH3:34].CO. (2) Given the product [F:18][C:15]1[CH:16]=[CH:17][C:12]([N:8]2[C:9]3[C:4](=[CH:3][C:2]([O:23][C:24]4[CH:29]=[N:28][C:27]([CH3:30])=[CH:26][CH:25]=4)=[CH:11][CH:10]=3)[C:5](=[O:22])[C:6]([C:19]([NH2:21])=[O:20])=[CH:7]2)=[CH:13][CH:14]=1, predict the reactants needed to synthesize it. The reactants are: Br[C:2]1[CH:3]=[C:4]2[C:9](=[CH:10][CH:11]=1)[N:8]([C:12]1[CH:17]=[CH:16][C:15]([F:18])=[CH:14][CH:13]=1)[CH:7]=[C:6]([C:19]([NH2:21])=[O:20])[C:5]2=[O:22].[OH:23][C:24]1[CH:25]=[CH:26][C:27]([CH3:30])=[N:28][CH:29]=1.C(=O)([O-])[O-].[Cs+].[Cs+].CN(C)CC(O)=O.